Dataset: Full USPTO retrosynthesis dataset with 1.9M reactions from patents (1976-2016). Task: Predict the reactants needed to synthesize the given product. (1) Given the product [C:20]([O:23][C:24](=[O:25])[NH:26][C@H:27]([C:34](=[O:35])[N:9]([C:4]1[CH:5]=[CH:6][C:7]([CH3:8])=[C:2]([CH3:1])[CH:3]=1)[CH2:10][CH2:11][C:12]1[CH:17]=[CH:16][C:15]([CH3:18])=[CH:14][N:13]=1)[C:28]1[CH:33]=[CH:32][CH:31]=[CH:30][CH:29]=1)([CH3:22])([CH3:19])[CH3:21], predict the reactants needed to synthesize it. The reactants are: [CH3:1][C:2]1[CH:3]=[C:4]([NH:9][CH2:10][CH2:11][C:12]2[CH:17]=[CH:16][C:15]([CH3:18])=[CH:14][N:13]=2)[CH:5]=[CH:6][C:7]=1[CH3:8].[CH3:19][C:20]([O:23][C:24]([NH:26][C@H:27]([C:34](O)=[O:35])[C:28]1[CH:33]=[CH:32][CH:31]=[CH:30][CH:29]=1)=[O:25])([CH3:22])[CH3:21].Cl.CN(C)CCCN=C=NCC. (2) The reactants are: [Br:1][CH2:2][C:3](Cl)=[O:4].[NH2:6][C:7]1[CH:12]=[CH:11][CH:10]=[CH:9][CH:8]=1.C(N(CC)CC)C.O. Given the product [Br:1][CH2:2][C:3]([NH:6][C:7]1[CH:12]=[CH:11][CH:10]=[CH:9][CH:8]=1)=[O:4], predict the reactants needed to synthesize it. (3) Given the product [Si:20]([O:10][C:8]1[CH:7]=[CH:6][C:3]([C:4]#[N:5])=[C:2]([F:1])[CH:9]=1)([C:17]([CH3:19])([CH3:18])[CH3:16])([CH3:22])[CH3:21], predict the reactants needed to synthesize it. The reactants are: [F:1][C:2]1[CH:9]=[C:8]([OH:10])[CH:7]=[CH:6][C:3]=1[C:4]#[N:5].N1C=CN=C1.[CH3:16][C:17]([Si:20](Cl)([CH3:22])[CH3:21])([CH3:19])[CH3:18]. (4) Given the product [CH3:1][CH2:2][CH2:3][N:4]1[C@H:9]([C:10]([NH:12][C:13]2[C:18]([CH3:19])=[CH:17][CH:16]=[CH:15][C:14]=2[CH3:20])=[O:11])[CH2:8][CH2:7][CH2:6][CH2:5]1.[ClH:25], predict the reactants needed to synthesize it. The reactants are: [CH3:1][CH2:2][CH2:3][N:4]1[C@H:9]([C:10]([NH:12][C:13]2[C:14]([CH3:20])=[CH:15][CH:16]=[CH:17][C:18]=2[CH3:19])=[O:11])[CH2:8][CH2:7][CH2:6][CH2:5]1.CC(O)C.[ClH:25]. (5) Given the product [CH3:1][O:2][C:3]([CH:5]1[C:9](=[N:12][OH:13])[CH2:8][S:7][CH2:6]1)=[O:4], predict the reactants needed to synthesize it. The reactants are: [CH3:1][O:2][C:3]([CH:5]1[C:9](=O)[CH2:8][S:7][CH2:6]1)=[O:4].Cl.[NH2:12][OH:13]. (6) Given the product [I:1][CH2:13][C@:3]12[C:10]([CH3:12])([CH3:11])[CH:7]([CH2:8][CH2:9]1)[CH2:6][C:4]2=[O:5], predict the reactants needed to synthesize it. The reactants are: [I:1]I.[C@:3]12([CH2:13]S(O)(=O)=O)[C:10]([CH3:12])([CH3:11])[CH:7]([CH2:8][CH2:9]1)[CH2:6][C:4]2=[O:5].C1(P(C2C=CC=CC=2)C2C=CC=CC=2)C=CC=CC=1.